Dataset: Full USPTO retrosynthesis dataset with 1.9M reactions from patents (1976-2016). Task: Predict the reactants needed to synthesize the given product. (1) Given the product [CH2:18]([O:20][C:4]1[CH:5]=[C:6]2[C:11](=[CH:12][C:13]=1[CH:14]=[O:15])[N:10]([CH3:16])[C:9](=[O:17])[CH2:8][CH2:7]2)[CH3:19], predict the reactants needed to synthesize it. The reactants are: C1([C:4]2[CH:5]=[C:6]3[C:11](=[CH:12][C:13]=2[CH:14]=[O:15])[N:10]([CH3:16])[C:9](=[O:17])[CH2:8][CH2:7]3)CC1.[C:18]([O-])(=[O:20])[CH3:19].[NH4+].CO[C@@H]1[C@@H](C(OC)=O)[C@@H]2[C@@H](CN3[C@H](C2)C2NC4C=C(OC)C=CC=4C=2CC3)C[C@H]1OC(C1C=C(OC)C(OC)=C(OC)C=1)=O. (2) Given the product [CH3:14][O:15][C:16](=[O:30])[C:17]([C:19]1[C:28]2[C:23](=[CH:24][CH:25]=[CH:26][CH:27]=2)[C:22]([NH:13][C:11]2[CH:10]=[CH:9][N:8]=[C:7]([N:1]3[CH2:2][CH2:3][O:4][CH2:5][CH2:6]3)[CH:12]=2)=[CH:21][CH:20]=1)=[O:18], predict the reactants needed to synthesize it. The reactants are: [N:1]1([C:7]2[CH:12]=[C:11]([NH2:13])[CH:10]=[CH:9][N:8]=2)[CH2:6][CH2:5][O:4][CH2:3][CH2:2]1.[CH3:14][O:15][C:16](=[O:30])[C:17]([C:19]1[C:28]2[C:23](=[CH:24][CH:25]=[CH:26][CH:27]=2)[C:22](Br)=[CH:21][CH:20]=1)=[O:18].C1C=CC(P(C2C(C3C(P(C4C=CC=CC=4)C4C=CC=CC=4)=CC=C4C=3C=CC=C4)=C3C(C=CC=C3)=CC=2)C2C=CC=CC=2)=CC=1. (3) Given the product [NH2:1][C:2]1[C:3]([C:42]2[CH:41]=[C:40]([NH:39][S:36]([C:33]3[CH:34]=[CH:35][C:30]([O:29][CH3:28])=[CH:31][CH:32]=3)(=[O:38])=[O:37])[CH:45]=[CH:44][CH:43]=2)=[C:4]([NH:8][C@H:9]([C:11]2[N:16]([C:17]3[CH:22]=[CH:21][CH:20]=[CH:19][CH:18]=3)[C:15](=[O:23])[C:14]3=[CH:24][CH:25]=[CH:26][N:13]3[N:12]=2)[CH3:10])[N:5]=[CH:6][N:7]=1, predict the reactants needed to synthesize it. The reactants are: [NH2:1][C:2]1[N:7]=[CH:6][N:5]=[C:4]([NH:8][C@H:9]([C:11]2[N:16]([C:17]3[CH:22]=[CH:21][CH:20]=[CH:19][CH:18]=3)[C:15](=[O:23])[C:14]3=[CH:24][CH:25]=[CH:26][N:13]3[N:12]=2)[CH3:10])[C:3]=1Br.[CH3:28][O:29][C:30]1[CH:35]=[CH:34][C:33]([S:36]([NH:39][C:40]2[CH:45]=[CH:44][CH:43]=[C:42](B3OC(C)(C)C(C)(C)O3)[CH:41]=2)(=[O:38])=[O:37])=[CH:32][CH:31]=1.C(=O)([O-])[O-].[Cs+].[Cs+]. (4) The reactants are: [N+:1]([C:4]1[C:5]([N:13]2[CH2:18][C@H:17]([C:19]([F:22])([F:21])[F:20])[CH2:16][C@H:15]([NH:23][C:24](=[O:30])[O:25][C:26]([CH3:29])([CH3:28])[CH3:27])[CH2:14]2)=[C:6]2[CH2:12][CH2:11][CH2:10][C:7]2=[N:8][CH:9]=1)([O-:3])=[O:2].C1C=C(Cl)C=C(C(OO)=[O:39])C=1. Given the product [N+:1]([C:4]1[C:5]([N:13]2[CH2:18][C@H:17]([C:19]([F:22])([F:21])[F:20])[CH2:16][C@H:15]([NH:23][C:24](=[O:30])[O:25][C:26]([CH3:27])([CH3:29])[CH3:28])[CH2:14]2)=[C:6]2[CH2:12][CH2:11][CH2:10][C:7]2=[N+:8]([O-:39])[CH:9]=1)([O-:3])=[O:2], predict the reactants needed to synthesize it. (5) Given the product [NH2:33][C@H:34]([C:40]([OH:42])=[O:41])[CH2:35][CH2:36][CH2:37][CH2:38][NH2:39].[CH2:1]1[C:9]2[C:4](=[CH:5][CH:6]=[CH:7][CH:8]=2)[CH2:3][N:2]1[CH2:10][C:11]1[CH:32]=[CH:31][C:14]([CH2:15][O:16][C:17]2[CH:22]=[CH:21][C:20]([C@@H:23]([C:28]#[C:29][CH3:30])[CH2:24][C:25]([O-:27])=[O:26])=[CH:19][CH:18]=2)=[CH:13][CH:12]=1, predict the reactants needed to synthesize it. The reactants are: [CH2:1]1[C:9]2[C:4](=[CH:5][CH:6]=[CH:7][CH:8]=2)[CH2:3][N:2]1[CH2:10][C:11]1[CH:32]=[CH:31][C:14]([CH2:15][O:16][C:17]2[CH:22]=[CH:21][C:20]([C@@H:23]([C:28]#[C:29][CH3:30])[CH2:24][C:25]([OH:27])=[O:26])=[CH:19][CH:18]=2)=[CH:13][CH:12]=1.[NH2:33][C@H:34]([C:40]([OH:42])=[O:41])[CH2:35][CH2:36][CH2:37][CH2:38][NH2:39]. (6) Given the product [CH2:23]([NH:30][C:31]([C:33]1[S:37][C:36]([C:38]2[N:22]=[N:21][N:20]([CH2:13][C:14]3[CH:19]=[CH:18][CH:17]=[CH:16][CH:15]=3)[CH:39]=2)=[N:35][C:34]=1[CH3:40])=[O:32])[C:24]1[CH:25]=[CH:26][CH:27]=[CH:28][CH:29]=1, predict the reactants needed to synthesize it. The reactants are: N(CCC1C=CC(F)=CC=1)=[N+]=[N-].[CH2:13]([N:20]=[N+:21]=[N-:22])[C:14]1[CH:19]=[CH:18][CH:17]=[CH:16][CH:15]=1.[CH2:23]([NH:30][C:31]([C:33]1[S:37][C:36]([C:38]#[CH:39])=[N:35][C:34]=1[CH3:40])=[O:32])[C:24]1[CH:29]=[CH:28][CH:27]=[CH:26][CH:25]=1.